Dataset: Full USPTO retrosynthesis dataset with 1.9M reactions from patents (1976-2016). Task: Predict the reactants needed to synthesize the given product. (1) Given the product [C:5]([O:8][C@H:9]1[C@H:14]([O:15][C:16](=[O:18])[CH3:17])[C@@H:13]([CH2:19][O:20][C:21](=[O:23])[CH3:22])[O:12][C@H:11]([Br:24])[C@@H:10]1[N:1]=[N+:2]=[N-:3])(=[O:7])[CH3:6], predict the reactants needed to synthesize it. The reactants are: [N-:1]=[N+:2]=[N-:3].[Na+].[C:5]([O:8][C@H:9]1[C@H:14]([O:15][C:16](=[O:18])[CH3:17])[C@@H:13]([CH2:19][O:20][C:21](=[O:23])[CH3:22])[O:12][CH:11]=[CH:10]1)(=[O:7])[CH3:6].[Br-:24].[Li+]. (2) Given the product [NH2:1][C:2]1[N:7]=[CH:6][C:5]([CH:8]2[CH2:12][CH2:11][N:10]([C:13]([O:15][C:16]([CH3:19])([CH3:18])[CH3:17])=[O:14])[CH2:9]2)=[CH:4][C:3]=1[Br:27], predict the reactants needed to synthesize it. The reactants are: [NH2:1][C:2]1[N:7]=[CH:6][C:5]([CH:8]2[CH2:12][CH2:11][N:10]([C:13]([O:15][C:16]([CH3:19])([CH3:18])[CH3:17])=[O:14])[CH2:9]2)=[CH:4][CH:3]=1.C1C(=O)N([Br:27])C(=O)C1. (3) The reactants are: [OH:1][C:2]1[CH:7]=[CH:6][C:5]([CH:8]=[CH:9][C:10]2[CH:15]=[CH:14][C:13]([OH:16])=[CH:12][CH:11]=2)=[CH:4][CH:3]=1. Given the product [OH:1][C:2]1[CH:3]=[CH:4][C:5]([CH2:8][CH2:9][C:10]2[CH:15]=[CH:14][C:13]([OH:16])=[CH:12][CH:11]=2)=[CH:6][CH:7]=1, predict the reactants needed to synthesize it. (4) Given the product [CH2:1]([C:8]1[O:12][C:11]([C:13]2[CH:18]=[C:17]([F:19])[CH:16]=[CH:15][C:14]=2[F:20])=[N:10][C:9]=1[CH:21]([NH:26][CH2:47][C@H:46]1[C@@H:42]([F:41])[CH2:43][N:44]([C:49]([O:51][CH2:52][C:53]2[CH:58]=[CH:57][CH:56]=[CH:55][CH:54]=2)=[O:50])[CH2:45]1)[C:22]([CH3:23])([CH3:25])[CH3:24])[C:2]1[CH:3]=[CH:4][CH:5]=[CH:6][CH:7]=1, predict the reactants needed to synthesize it. The reactants are: [CH2:1]([C:8]1[O:12][C:11]([C:13]2[CH:18]=[C:17]([F:19])[CH:16]=[CH:15][C:14]=2[F:20])=[N:10][C:9]=1[CH:21]([NH2:26])[C:22]([CH3:25])([CH3:24])[CH3:23])[C:2]1[CH:7]=[CH:6][CH:5]=[CH:4][CH:3]=1.[BH-](OC(C)=O)(OC(C)=O)OC(C)=O.[Na+].[F:41][C@@H:42]1[C@H:46]([CH:47]=O)[CH2:45][N:44]([C:49]([O:51][CH2:52][C:53]2[CH:58]=[CH:57][CH:56]=[CH:55][CH:54]=2)=[O:50])[CH2:43]1. (5) Given the product [CH3:14][C:15]([CH3:21])([CH3:19])[CH2:16][CH2:17][O:12][C:11]([C:2]1([CH3:1])[CH2:7][C:6]([CH3:8])([CH3:9])[CH2:5][C:4](=[O:10])[CH2:3]1)=[O:13], predict the reactants needed to synthesize it. The reactants are: [CH3:1][C:2]1([C:11]([OH:13])=[O:12])[CH2:7][C:6]([CH3:9])([CH3:8])[CH2:5][C:4](=[O:10])[CH2:3]1.[CH3:14][C:15]([CH3:21])([CH2:19]C)[CH2:16][CH2:17]O.C(N=C=NC(C)C)(C)C. (6) Given the product [CH2:13]([O:10][C:9]1[CH:8]=[CH:7][C:4]([C:5]#[N:6])=[CH:3][C:2]=1[Br:1])[CH:12]=[CH2:11], predict the reactants needed to synthesize it. The reactants are: [Br:1][C:2]1[CH:3]=[C:4]([CH:7]=[CH:8][C:9]=1[OH:10])[C:5]#[N:6].[CH2:11](Br)[CH:12]=[CH2:13].C(=O)([O-])[O-].[K+].[K+].[I-].[K+]. (7) Given the product [CH3:8][C:6]1([CH3:7])[C:2]([CH3:16])([CH3:1])[O:3][B:4]([C:9]2[CH:10]=[CH:11][C:12]([NH:15][C:33](=[O:35])[CH3:34])=[N:13][CH:14]=2)[O:5]1, predict the reactants needed to synthesize it. The reactants are: [CH3:1][C:2]1([CH3:16])[C:6]([CH3:8])([CH3:7])[O:5][B:4]([C:9]2[CH:10]=[CH:11][C:12]([NH2:15])=[N:13][CH:14]=2)[O:3]1.CN(C1C=CC=CN=1)C.C(N(CC)CC)C.[C:33](OC(=O)C)(=[O:35])[CH3:34].